Dataset: Full USPTO retrosynthesis dataset with 1.9M reactions from patents (1976-2016). Task: Predict the reactants needed to synthesize the given product. (1) Given the product [CH2:1]([O:8][C:9]1[CH:18]=[C:17]2[C:12]([C:13]([O:31][C:28]3[CH:29]=[CH:30][C:25]([N+:22]([O-:24])=[O:23])=[CH:26][CH:27]=3)=[CH:14][CH:15]=[N:16]2)=[CH:11][C:10]=1[C:20]#[N:21])[C:2]1[CH:7]=[CH:6][CH:5]=[CH:4][CH:3]=1, predict the reactants needed to synthesize it. The reactants are: [CH2:1]([O:8][C:9]1[CH:18]=[C:17]2[C:12]([C:13](Cl)=[CH:14][CH:15]=[N:16]2)=[CH:11][C:10]=1[C:20]#[N:21])[C:2]1[CH:7]=[CH:6][CH:5]=[CH:4][CH:3]=1.[N+:22]([C:25]1[CH:30]=[CH:29][C:28]([OH:31])=[CH:27][CH:26]=1)([O-:24])=[O:23].N1C(C)=CC=CC=1C.O.C(=O)(O)O. (2) The reactants are: [Cl-].[Al+3].[Cl-].[Cl-].[F:5][C:6]1[CH:11]=[CH:10][C:9]([C:12]2[CH:17]=[CH:16][CH:15]=[CH:14][CH:13]=2)=[CH:8][CH:7]=1.[C:18]([CH2:22][CH2:23][C:24](Cl)=[O:25])([O:20][CH3:21])=[O:19]. Given the product [F:5][C:6]1[CH:7]=[CH:8][C:9]([C:12]2[CH:17]=[CH:16][C:15]([C:24](=[O:25])[CH2:23][CH2:22][C:18]([O:20][CH3:21])=[O:19])=[CH:14][CH:13]=2)=[CH:10][CH:11]=1, predict the reactants needed to synthesize it. (3) Given the product [CH3:5][C:6]1[N:11]=[C:10]2[N:12]([CH2:18][O:19][CH2:20][CH2:21][Si:22]([CH3:24])([CH3:23])[CH3:25])[N:13]=[C:14]([C:15](=[NH:16])[NH:17][NH2:28])[C:9]2=[CH:8][CH:7]=1, predict the reactants needed to synthesize it. The reactants are: C(O)(=O)C.[CH3:5][C:6]1[N:11]=[C:10]2[N:12]([CH2:18][O:19][CH2:20][CH2:21][Si:22]([CH3:25])([CH3:24])[CH3:23])[N:13]=[C:14]([C:15](=[NH:17])[NH2:16])[C:9]2=[CH:8][CH:7]=1.C([N:28](CC)CC)C.O.NN.[Cl-].[Na+].